From a dataset of Forward reaction prediction with 1.9M reactions from USPTO patents (1976-2016). Predict the product of the given reaction. (1) Given the reactants [CH3:1][C:2]1[CH:3]=[CH:4][C:5]([N:8]([CH:16]2[CH2:21][CH2:20][N:19]([CH2:22][CH2:23][C:24]3([CH2:30][C:31]([OH:33])=O)[CH2:29][CH2:28][CH2:27][CH2:26][CH2:25]3)[CH2:18][CH2:17]2)[C:9]([C:11]2[O:12][CH:13]=[CH:14][CH:15]=2)=[O:10])=[N:6][CH:7]=1.[Cl-].[NH4+].F[P-](F)(F)(F)(F)F.[N:43]1(O[P+](N2CCCC2)(N2CCCC2)N2CCCC2)C2C=CC=CC=2N=N1.O.ON1C2C=CC=CC=2N=N1.C(=O)(O)[O-].[Na+], predict the reaction product. The product is: [C:31]([CH2:30][C:24]1([CH2:23][CH2:22][N:19]2[CH2:18][CH2:17][CH:16]([N:8]([C:5]3[CH:4]=[CH:3][C:2]([CH3:1])=[CH:7][N:6]=3)[C:9]([C:11]3[O:12][CH:13]=[CH:14][CH:15]=3)=[O:10])[CH2:21][CH2:20]2)[CH2:25][CH2:26][CH2:27][CH2:28][CH2:29]1)(=[O:33])[NH2:43]. (2) Given the reactants F[C:2]1[CH:3]=[C:4]([CH:7]=[C:8]([F:10])[CH:9]=1)[C:5]#[N:6].[OH:11][C:12]1[CH:13]=[N:14][CH:15]=[N:16][CH:17]=1.C([O-])([O-])=O.[K+].[K+], predict the reaction product. The product is: [F:10][C:8]1[CH:7]=[C:4]([CH:3]=[C:2]([O:11][C:12]2[CH:13]=[N:14][CH:15]=[N:16][CH:17]=2)[CH:9]=1)[C:5]#[N:6]. (3) Given the reactants [Cl:1][C:2]1[C:3]([F:31])=[C:4]([CH:8]2[C:12]([C:15]3[CH:20]=[CH:19][C:18]([Cl:21])=[CH:17][C:16]=3[F:22])([C:13]#[N:14])[CH:11]([CH2:23][C:24]([CH3:27])([CH3:26])[CH3:25])[NH:10][CH:9]2[C:28](O)=[O:29])[CH:5]=[CH:6][CH:7]=1.CN(C(ON1N=NC2C=CC=NC1=2)=[N+](C)C)C.F[P-](F)(F)(F)(F)F.CCN(C(C)C)C(C)C.[C:65]([O:69][C:70](=[O:78])[C:71]1[CH:76]=[CH:75][C:74]([NH2:77])=[CH:73][CH:72]=1)([CH3:68])([CH3:67])[CH3:66], predict the reaction product. The product is: [C:65]([O:69][C:70](=[O:78])[C:71]1[CH:72]=[CH:73][C:74]([NH:77][C:28]([C@H:9]2[C@H:8]([C:4]3[CH:5]=[CH:6][CH:7]=[C:2]([Cl:1])[C:3]=3[F:31])[C@:12]([C:15]3[CH:20]=[CH:19][C:18]([Cl:21])=[CH:17][C:16]=3[F:22])([C:13]#[N:14])[C@H:11]([CH2:23][C:24]([CH3:25])([CH3:27])[CH3:26])[NH:10]2)=[O:29])=[CH:75][CH:76]=1)([CH3:68])([CH3:66])[CH3:67]. (4) Given the reactants Cl[C:2]1[CH2:6][C@H:5]([CH:7]2[CH2:11][CH2:10][CH2:9][CH2:8]2)[N:4]([C:12]2[CH:19]=[CH:18][C:15]([C:16]#[N:17])=[C:14]([CH3:20])[N:13]=2)[N:3]=1.[CH3:21][S:22]([C:25]1[CH:26]=[C:27](B(O)O)[CH:28]=[CH:29][CH:30]=1)(=[O:24])=[O:23], predict the reaction product. The product is: [CH:7]1([C@@H:5]2[N:4]([C:12]3[CH:19]=[CH:18][C:15]([C:16]#[N:17])=[C:14]([CH3:20])[N:13]=3)[N:3]=[C:2]([C:29]3[CH:28]=[CH:27][CH:26]=[C:25]([S:22]([CH3:21])(=[O:24])=[O:23])[CH:30]=3)[CH2:6]2)[CH2:11][CH2:10][CH2:9][CH2:8]1. (5) Given the reactants [CH3:1]C(N[C@@H](C(NCC1C=CC=CC=1)=O)COC)=O.[C:19]([NH:38][C@@H:39]([C:42]([OH:44])=[O:43])[CH2:40][OH:41])([C:32]1[CH:37]=[CH:36][CH:35]=[CH:34][CH:33]=1)([C:26]1[CH:31]=[CH:30][CH:29]=[CH:28][CH:27]=1)[C:20]1[CH:25]=[CH:24][CH:23]=[CH:22][CH:21]=1.CI, predict the reaction product. The product is: [CH3:1][O:41][CH2:40][C@H:39]([C:42]([OH:44])=[O:43])[NH:38][C:19]([C:26]1[CH:31]=[CH:30][CH:29]=[CH:28][CH:27]=1)([C:32]1[CH:33]=[CH:34][CH:35]=[CH:36][CH:37]=1)[C:20]1[CH:21]=[CH:22][CH:23]=[CH:24][CH:25]=1. (6) Given the reactants Cl[C:2](Cl)(Cl)[CH:3]([OH:5])O.S([O-])([O-])(=O)=O.[Na+].[Na+].[CH2:15]([C:17]1[CH:23]=[CH:22][C:20]([NH2:21])=[CH:19][CH:18]=1)[CH3:16].Cl.Cl.[NH2:26][OH:27], predict the reaction product. The product is: [CH2:15]([C:17]1[CH:23]=[CH:22][C:20]([NH:21][C:3](=[O:5])[CH:2]=[N:26][OH:27])=[CH:19][CH:18]=1)[CH3:16].